This data is from Forward reaction prediction with 1.9M reactions from USPTO patents (1976-2016). The task is: Predict the product of the given reaction. (1) Given the reactants [O:1]=[C:2]1[N:6]([CH:7]2[CH2:12][CH2:11][NH:10][CH2:9][CH2:8]2)[C:5]2[CH:13]=[CH:14][CH:15]=[CH:16][C:4]=2[NH:3]1.Br[CH2:18][CH2:19][CH2:20][CH2:21][OH:22].C([O-])([O-])=O.[K+].[K+].C(O)C, predict the reaction product. The product is: [O:1]=[C:2]1[N:6]([CH:7]2[CH2:8][CH2:9][N:10]([CH2:18][CH2:19][CH2:20][CH2:21][OH:22])[CH2:11][CH2:12]2)[C:5]2[CH:13]=[CH:14][CH:15]=[CH:16][C:4]=2[NH:3]1. (2) Given the reactants [C:1]([C:3]1([C:9]2[CH:10]=[C:11]([CH:16]=[CH:17][CH:18]=2)[C:12]([O:14]C)=[O:13])[CH2:8][CH2:7][CH2:6][CH2:5][CH2:4]1)#[N:2].O.[OH-].[Li+].O1CCCC1.CO, predict the reaction product. The product is: [C:1]([C:3]1([C:9]2[CH:10]=[C:11]([CH:16]=[CH:17][CH:18]=2)[C:12]([OH:14])=[O:13])[CH2:8][CH2:7][CH2:6][CH2:5][CH2:4]1)#[N:2]. (3) Given the reactants [CH2:1]([O:7][C:8]1[CH:9]=[C:10]([C:21]2[CH:26]=[CH:25][C:24]([O:27][CH2:28][CH2:29][CH2:30][CH2:31][CH2:32][CH3:33])=[C:23]([O:34][CH2:35][CH2:36][CH2:37][CH2:38][CH2:39][CH3:40])[CH:22]=2)[CH:11]=[CH:12][C:13]=1[O:14][CH2:15][CH2:16][CH2:17][CH2:18][CH2:19][CH3:20])[CH2:2][CH2:3][CH2:4][CH2:5][CH3:6].[Br:41][CH2:42][CH2:43][CH2:44][CH2:45][CH2:46][CH2:47][CH2:48][CH2:49][CH2:50][CH2:51][CH2:52][CH2:53][CH2:54][CH2:55][CH2:56][CH2:57][C:58]1[CH:63]=[CH:62][CH:61]=[CH:60][C:59]=1[O:64][CH2:65][CH2:66][CH2:67][CH2:68][CH2:69][CH3:70].CO, predict the reaction product. The product is: [Br:41][CH2:42][CH2:43][CH2:44][CH2:45][CH2:46][CH2:47][CH2:48][CH2:49][CH2:50][CH2:51][CH2:52][CH2:53][CH2:54][CH2:55][CH2:56][CH2:57][C:58]1[C:59]([O:64][CH2:65][CH2:66][CH2:67][CH2:68][CH2:69][CH3:70])=[CH:60][C:61]2[C:26]3[C:21](=[CH:22][C:23]([O:34][CH2:35][CH2:36][CH2:37][CH2:38][CH2:39][CH3:40])=[C:24]([O:27][CH2:28][CH2:29][CH2:30][CH2:31][CH2:32][CH3:33])[CH:25]=3)[C:10]3[C:11](=[CH:12][C:13]([O:14][CH2:15][CH2:16][CH2:17][CH2:18][CH2:19][CH3:20])=[C:8]([O:7][CH2:1][CH2:2][CH2:3][CH2:4][CH2:5][CH3:6])[CH:9]=3)[C:62]=2[CH:63]=1. (4) The product is: [NH:30]1[CH:34]=[CH:33][N:32]=[C:31]1[CH2:35][N:1]([CH2:2][C:3]1[CH:12]=[CH:11][C:10]2[C:5](=[CH:6][CH:7]=[C:8]([CH2:13][CH2:14][CH2:15][N:16]([CH2:20][CH2:21][CH3:22])[CH2:17][CH2:18][CH3:19])[CH:9]=2)[CH:4]=1)[CH2:51][C:47]1[N:46]([CH3:45])[CH:50]=[CH:49][N:48]=1. Given the reactants [NH2:1][CH2:2][C:3]1[CH:12]=[CH:11][C:10]2[C:5](=[CH:6][CH:7]=[C:8]([CH2:13][CH2:14][CH2:15][N:16]([CH2:20][CH2:21][CH3:22])[CH2:17][CH2:18][CH3:19])[CH:9]=2)[CH:4]=1.C(OC)(OC)OC.[NH:30]1[CH:34]=[CH:33][N:32]=[C:31]1[CH:35]=O.[BH4-].[Na+].[Cl-].[NH4+].C([BH3-])#N.[Na+].[CH3:45][N:46]1[CH:50]=[CH:49][N:48]=[C:47]1[CH:51]=O, predict the reaction product.